From a dataset of Full USPTO retrosynthesis dataset with 1.9M reactions from patents (1976-2016). Predict the reactants needed to synthesize the given product. The reactants are: [OH:1][C:2]1([C:15]([OH:17])=[O:16])[C:14]2[CH:13]=[CH:12][CH:11]=[CH:10][C:9]=2[C:8]2[C:3]1=[CH:4][CH:5]=[CH:6][CH:7]=2.S(=O)(=O)(O)O.[C:23](=O)([O-])O.[Na+]. Given the product [CH3:23][O:16][C:15]([C:2]1([OH:1])[C:3]2[CH:4]=[CH:5][CH:6]=[CH:7][C:8]=2[C:9]2[C:14]1=[CH:13][CH:12]=[CH:11][CH:10]=2)=[O:17], predict the reactants needed to synthesize it.